Dataset: Experimental lipophilicity measurements (octanol/water distribution) for 4,200 compounds from AstraZeneca. Task: Regression/Classification. Given a drug SMILES string, predict its absorption, distribution, metabolism, or excretion properties. Task type varies by dataset: regression for continuous measurements (e.g., permeability, clearance, half-life) or binary classification for categorical outcomes (e.g., BBB penetration, CYP inhibition). For this dataset (lipophilicity_astrazeneca), we predict Y. (1) The compound is Nc1ccc(C(=O)Nc2cccc(-c3nc(N4CCOCC4)c4oc5ncccc5c4n3)c2)cn1. The Y is 3.44 logD. (2) The compound is COc1cc(F)ccc1-c1cncc(CNC(C)C)c1. The Y is 1.50 logD. (3) The drug is O=C(CSc1nc2c(c(=O)n1-c1ccccc1)SCC2)Nc1ncc(-c2ccccc2)s1. The Y is 3.95 logD. (4) The drug is CN(C)CCOC(C)(c1ccccc1)c1ccccn1. The Y is -0.200 logD.